This data is from Full USPTO retrosynthesis dataset with 1.9M reactions from patents (1976-2016). The task is: Predict the reactants needed to synthesize the given product. Given the product [CH3:22][O:23][C:12](=[O:13])[CH2:11][C:5]1[CH:6]=[C:7]([N+:8]([O-:10])=[O:9])[C:2]([O:1][CH3:18])=[C:3]([N+:15]([O-:17])=[O:16])[CH:4]=1, predict the reactants needed to synthesize it. The reactants are: [OH:1][C:2]1[C:7]([N+:8]([O-:10])=[O:9])=[CH:6][C:5]([CH2:11][C:12](O)=[O:13])=[CH:4][C:3]=1[N+:15]([O-:17])=[O:16].[C:18](O)(=O)C.[CH3:22][OH:23].